This data is from CYP2D6 inhibition data for predicting drug metabolism from PubChem BioAssay. The task is: Regression/Classification. Given a drug SMILES string, predict its absorption, distribution, metabolism, or excretion properties. Task type varies by dataset: regression for continuous measurements (e.g., permeability, clearance, half-life) or binary classification for categorical outcomes (e.g., BBB penetration, CYP inhibition). Dataset: cyp2d6_veith. (1) The molecule is Cc1ccc(OCC(=O)NNC(=O)CCC(=O)Nc2ccc(C)cc2C)cc1. The result is 0 (non-inhibitor). (2) The drug is CC(C)(C)c1ccccc1OCCN1CCCC1. The result is 1 (inhibitor). (3) The drug is Cc1ccc(S(=O)(=O)N(CCCN2CCCC2=O)Cc2cc3c(C)ccc(C)c3[nH]c2=O)cc1. The result is 1 (inhibitor). (4) The compound is CC(C)c1cccc2cc3c(nc12)-c1cccc(=O)n1C3. The result is 0 (non-inhibitor). (5) The drug is Br.CC(NC1=NCCCCC1)c1ccccc1. The result is 1 (inhibitor). (6) The result is 1 (inhibitor). The molecule is CC(C)[N+](C)(CCC(C(N)=O)(c1ccccc1)c1ccccc1)C(C)C. (7) The molecule is N#Cc1cccc(NC(=O)N2CCCC3(CCN(S(=O)(=O)c4ccccc4)CC3)C2)c1. The result is 0 (non-inhibitor). (8) The drug is Clc1ccc([C@H](Cn2ccnc2)OCc2csc3c(Cl)cccc23)c(Cl)c1. The result is 1 (inhibitor). (9) The drug is O=C(c1ccccc1)c1nn(-c2cccc(Cl)c2)c2nc(-c3ccccc3)cc(=O)n12. The result is 0 (non-inhibitor).